Dataset: Full USPTO retrosynthesis dataset with 1.9M reactions from patents (1976-2016). Task: Predict the reactants needed to synthesize the given product. (1) Given the product [Si:45]([O:52][CH2:53][CH2:54][N:32]1[CH2:33][CH2:34][N:29]([C:27]([C@@H:22]2[CH2:23][CH2:24][C@@H:25]([CH3:26])[N:21]2[C:19]([C:13]2[S:12][C:11]3=[N:10][C@:9]([C:38]4[CH:43]=[CH:42][C:41]([Cl:44])=[CH:40][CH:39]=4)([CH3:37])[C@@H:8]([C:5]4[CH:4]=[CH:3][C:2]([Cl:1])=[CH:7][CH:6]=4)[N:15]3[C:14]=2[CH:16]([CH3:18])[CH3:17])=[O:20])=[O:28])[CH2:30][C:31]1([CH3:36])[CH3:35])([C:48]([CH3:51])([CH3:50])[CH3:49])([CH3:47])[CH3:46], predict the reactants needed to synthesize it. The reactants are: [Cl:1][C:2]1[CH:7]=[CH:6][C:5]([C@H:8]2[N:15]3[C:11]([S:12][C:13]([C:19]([N:21]4[C@H:25]([CH3:26])[CH2:24][CH2:23][C@H:22]4[C:27]([N:29]4[CH2:34][CH2:33][NH:32][C:31]([CH3:36])([CH3:35])[CH2:30]4)=[O:28])=[O:20])=[C:14]3[CH:16]([CH3:18])[CH3:17])=[N:10][C@:9]2([C:38]2[CH:43]=[CH:42][C:41]([Cl:44])=[CH:40][CH:39]=2)[CH3:37])=[CH:4][CH:3]=1.[Si:45]([O:52][CH2:53][CH:54]=O)([C:48]([CH3:51])([CH3:50])[CH3:49])([CH3:47])[CH3:46]. (2) Given the product [F:1][C:2]([F:25])([F:26])[C:3]1[CH:4]=[CH:5][C:6]([CH2:7][CH:8]2[C:9]3[CH:22]=[CH:21][CH:20]=[CH:19][C:10]=3[CH2:11][CH2:12][C:13]3[CH:18]=[CH:17][CH:16]=[CH:15][C:14]2=3)=[CH:23][CH:24]=1, predict the reactants needed to synthesize it. The reactants are: [F:1][C:2]([F:26])([F:25])[C:3]1[CH:24]=[CH:23][C:6]([CH:7]=[C:8]2[C:14]3[CH:15]=[CH:16][CH:17]=[CH:18][C:13]=3[CH2:12][CH2:11][C:10]3[CH:19]=[CH:20][CH:21]=[CH:22][C:9]2=3)=[CH:5][CH:4]=1.C(OCC)(=O)C.[H][H]. (3) Given the product [N:39]1([CH2:30][C:28]2[C:27]([C:32]3[CH:33]=[CH:34][CH:35]=[CH:36][CH:37]=3)=[N:26][N:25]([C:23]3[CH:22]=[CH:21][N:20]=[C:19]([NH:18][C:4]4[C:3]([O:2][CH3:1])=[CH:8][C:7]([N:9]([CH3:14])[CH:10]5[CH2:11][O:12][CH2:13]5)=[C:6]([NH:15][C:3](=[O:2])[CH:4]=[CH2:5])[CH:5]=4)[N:24]=3)[CH:29]=2)[CH2:42][CH2:41][CH2:40]1, predict the reactants needed to synthesize it. The reactants are: [CH3:1][O:2][C:3]1[CH:8]=[C:7]([N:9]([CH3:14])[CH:10]2[CH2:13][O:12][CH2:11]2)[C:6]([N+:15]([O-])=O)=[CH:5][C:4]=1[NH:18][C:19]1[N:24]=[C:23]([N:25]2[CH:29]=[C:28]([CH:30]=O)[C:27]([C:32]3[CH:37]=[CH:36][CH:35]=[CH:34][CH:33]=3)=[N:26]2)[CH:22]=[CH:21][N:20]=1.Cl.[NH:39]1[CH2:42][CH2:41][CH2:40]1. (4) The reactants are: Cl[C:2]1[N:7]=[CH:6][C:5]2[CH:8]=[N:9][N:10]([C:11]3[N:16]=[C:15]([N:17]4[CH2:23][CH2:22][CH2:21][N:20](C(OC(C)(C)C)=O)[CH2:19][CH2:18]4)[CH:14]=[CH:13][CH:12]=3)[C:4]=2[CH:3]=1.[F:31][CH:32]([F:47])[N:33]1[CH:37]=[C:36](B2OC(C)(C)C(C)(C)O2)[CH:35]=[N:34]1. Given the product [N:17]1([C:15]2[N:16]=[C:11]([N:10]3[C:4]4[CH:3]=[C:2]([C:36]5[CH:35]=[N:34][N:33]([CH:32]([F:31])[F:47])[CH:37]=5)[N:7]=[CH:6][C:5]=4[CH:8]=[N:9]3)[CH:12]=[CH:13][CH:14]=2)[CH2:23][CH2:22][CH2:21][NH:20][CH2:19][CH2:18]1, predict the reactants needed to synthesize it. (5) Given the product [CH2:28]([O:27][C:24]([CH2:25][N:15]1[C:20]([CH3:21])=[C:22]([Cl:7])[N:23]=[C:1]([Cl:6])[C:2]1=[O:3])=[O:26])[C:29]1[CH:35]=[CH:36][CH:31]=[CH:32][CH:33]=1, predict the reactants needed to synthesize it. The reactants are: [C:1]([Cl:6])(=O)[C:2](Cl)=[O:3].[ClH:7].C([N:15]([CH:20]([C:22]#[N:23])[CH3:21])CC(O)=O)C1C=CC=CC=1.[C:24]([O:27][CH2:28][CH3:29])(=[O:26])[CH3:25].Cl[C:31]1[CH:36]=[CH:35]C=[CH:33][C:32]=1Cl. (6) Given the product [OH:2][CH2:3][CH2:16][C:12]1[O:13][CH:14]=[CH:15][C:11]=1[C:9]([O:8][CH3:7])=[O:10], predict the reactants needed to synthesize it. The reactants are: B.[O:2]1CCC[CH2:3]1.[CH3:7][O:8][C:9]([C:11]1[CH:15]=[CH:14][O:13][C:12]=1[C:16](OC)=O)=[O:10].O. (7) Given the product [CH3:8][N:9]([CH3:30])[CH:10]1[CH2:15][CH2:14][CH:13]([O:16][C:17]2[CH:18]=[CH:19][CH:20]=[C:21]3[C:29]=2[C:28]2[CH2:27][N:26]([C:3](=[O:5])[CH3:2])[CH2:25][CH2:24][C:23]=2[S:22]3)[CH2:12][CH2:11]1, predict the reactants needed to synthesize it. The reactants are: F[C:2](F)(F)[C:3]([OH:5])=O.[CH3:8][N:9]([CH3:30])[CH:10]1[CH2:15][CH2:14][CH:13]([O:16][C:17]2[CH:18]=[CH:19][CH:20]=[C:21]3[C:29]=2[C:28]2[CH2:27][NH:26][CH2:25][CH2:24][C:23]=2[S:22]3)[CH2:12][CH2:11]1.C(Cl)(=O)C.